From a dataset of Forward reaction prediction with 1.9M reactions from USPTO patents (1976-2016). Predict the product of the given reaction. Given the reactants [CH3:1][O:2][C:3](=[O:10])[C:4]1[CH:9]=[CH:8][CH:7]=[CH:6][CH:5]=1.COC([C:15]1[CH:16]=[C:17](B(O)O)[CH:18]=[CH:19][CH:20]=1)=O, predict the reaction product. The product is: [CH3:1][O:2][C:3]([C:4]1[CH:9]=[C:8]([C:15]2[CH:16]=[CH:17][CH:18]=[CH:19][CH:20]=2)[CH:7]=[CH:6][CH:5]=1)=[O:10].